This data is from Reaction yield outcomes from USPTO patents with 853,638 reactions. The task is: Predict the reaction yield, written as a fraction of the theoretical maximum amount of product (1.0 means a 100% yield; for example, 0.34 means a 34% yield). The reactants are [Br:1][C:2]1[C:7]([F:8])=[CH:6][C:5]([N:9]2[C:18]3[C:13](=[CH:14][C:15]([S:19]([NH:22][C:23]4[CH:27]=[CH:26][O:25][N:24]=4)(=[O:21])=[O:20])=[CH:16][CH:17]=3)[CH:12]=[CH:11][C:10]2=[O:28])=[C:4]([O:29][CH3:30])[CH:3]=1.C(=O)([O-])[O-].[Cs+].[Cs+].CN(C=O)C.[CH3:42][O:43][C:44]1[CH:51]=[CH:50][C:47]([CH2:48]Cl)=[CH:46][CH:45]=1. The catalyst is O.C(Cl)Cl.CCOC(C)=O. The product is [Br:1][C:2]1[C:7]([F:8])=[CH:6][C:5]([N:9]2[C:18]3[C:13](=[CH:14][C:15]([S:19]([N:22]([C:23]4[CH:27]=[CH:26][O:25][N:24]=4)[CH2:48][C:47]4[CH:50]=[CH:51][C:44]([O:43][CH3:42])=[CH:45][CH:46]=4)(=[O:20])=[O:21])=[CH:16][CH:17]=3)[CH:12]=[CH:11][C:10]2=[O:28])=[C:4]([O:29][CH3:30])[CH:3]=1. The yield is 0.748.